From a dataset of Catalyst prediction with 721,799 reactions and 888 catalyst types from USPTO. Predict which catalyst facilitates the given reaction. (1) Reactant: C(=O)([O-])[O-].[K+].[K+].[Si:7]([O:14][C@@H:15]1[N:21]([C:22]([O:24][CH2:25][C:26]2[CH:31]=[CH:30][C:29]([NH:32][C:33](=[O:50])[C@@H:34]([NH:36][C:37](=[O:49])[C@@H:38]([NH:42][C:43]([O:45][CH2:46][CH:47]=[CH2:48])=[O:44])[CH:39]([CH3:41])[CH3:40])[CH3:35])=[CH:28][CH:27]=2)=[O:23])[C:20]2[CH:51]=[C:52]([OH:57])[C:53]([O:55][CH3:56])=[CH:54][C:19]=2[C:18](=[O:58])[N:17]2[CH:59]=[C:60](/[CH:62]=[CH:63]/[CH3:64])[CH2:61][C@@H:16]12)([C:10]([CH3:13])([CH3:12])[CH3:11])([CH3:9])[CH3:8].[Si:65]([O:72][C@@H:73]1[N:79]([C:80]([O:82][CH2:83][CH:84]=[CH2:85])=[O:81])[C:78]2[CH:86]=[C:87]([O:92][CH2:93][CH2:94][CH2:95]I)[C:88]([O:90][CH3:91])=[CH:89][C:77]=2[C:76](=[O:97])[N:75]2[CH:98]=[C:99](/[CH:101]=[CH:102]/[CH3:103])[CH2:100][C@@H:74]12)([C:68]([CH3:71])([CH3:70])[CH3:69])([CH3:67])[CH3:66]. Product: [CH2:46]([O:45][C:43]([NH:42][C@H:38]([CH:39]([CH3:41])[CH3:40])[C:37]([NH:36][C@H:34]([CH3:35])[C:33]([NH:32][C:29]1[CH:28]=[CH:27][C:26]([CH2:25][O:24][C:22]([N:21]2[C:20]3[CH:51]=[C:52]([O:57][CH2:95][CH2:94][CH2:93][O:92][C:87]4[C:88]([O:90][CH3:91])=[CH:89][C:77]5[C:76](=[O:97])[N:75]6[CH:98]=[C:99](/[CH:101]=[CH:102]/[CH3:103])[CH2:100][C@H:74]6[C@H:73]([O:72][Si:65]([C:68]([CH3:71])([CH3:69])[CH3:70])([CH3:67])[CH3:66])[N:79]([C:80]([O:82][CH2:83][CH:84]=[CH2:85])=[O:81])[C:78]=5[CH:86]=4)[C:53]([O:55][CH3:56])=[CH:54][C:19]=3[C:18](=[O:58])[N:17]3[CH:59]=[C:60](/[CH:62]=[CH:63]/[CH3:64])[CH2:61][C@H:16]3[C@@H:15]2[O:14][Si:7]([C:10]([CH3:11])([CH3:12])[CH3:13])([CH3:8])[CH3:9])=[O:23])=[CH:31][CH:30]=1)=[O:50])=[O:49])=[O:44])[CH:47]=[CH2:48]. The catalyst class is: 21. (2) Reactant: [CH:1]1([CH:4]([C:11]2[CH:16]=[CH:15][CH:14]=[C:13]([CH2:17][S:18]([C:20]3[CH:25]=[CH:24][C:23]([C:26]4[CH:31]=[C:30]([O:32][CH3:33])[CH:29]=[CH:28][C:27]=4[F:34])=[C:22]([CH2:35][C:36]([CH3:39])([CH3:38])[CH3:37])[CH:21]=3)=[O:19])[CH:12]=2)[CH2:5][C:6]([O:8]CC)=[O:7])[CH2:3][CH2:2]1.[OH-].[Na+].Cl. Product: [CH:1]1([CH:4]([C:11]2[CH:16]=[CH:15][CH:14]=[C:13]([CH2:17][S:18]([C:20]3[CH:25]=[CH:24][C:23]([C:26]4[CH:31]=[C:30]([O:32][CH3:33])[CH:29]=[CH:28][C:27]=4[F:34])=[C:22]([CH2:35][C:36]([CH3:39])([CH3:38])[CH3:37])[CH:21]=3)=[O:19])[CH:12]=2)[CH2:5][C:6]([OH:8])=[O:7])[CH2:2][CH2:3]1. The catalyst class is: 8. (3) Reactant: OC(C(F)(F)F)=O.[F:8][C:9]1[CH:27]=[CH:26][CH:25]=[C:24]([N:28]2[N:32]=[CH:31][CH:30]=[N:29]2)[C:10]=1[C:11]([N:13]1[CH2:17][CH:16]2[CH2:18][N:19]([C:21](=[NH:23])[NH2:22])[CH2:20][CH:15]2[CH2:14]1)=[O:12].C[O-].[Na+].[F:36][C:37]([F:48])([F:47])[C:38](=O)[CH2:39][C:40](=O)[C:41]([F:44])([F:43])[F:42]. Product: [F:36][C:37]([F:47])([F:48])[C:38]1[CH:39]=[C:40]([C:41]([F:42])([F:43])[F:44])[N:22]=[C:21]([N:19]2[CH2:18][CH:16]3[CH:15]([CH2:14][N:13]([C:11]([C:10]4[C:24]([N:28]5[N:32]=[CH:31][CH:30]=[N:29]5)=[CH:25][CH:26]=[CH:27][C:9]=4[F:8])=[O:12])[CH2:17]3)[CH2:20]2)[N:23]=1. The catalyst class is: 51.